Dataset: Reaction yield outcomes from USPTO patents with 853,638 reactions. Task: Predict the reaction yield, written as a fraction of the theoretical maximum amount of product (1.0 means a 100% yield; for example, 0.34 means a 34% yield). (1) The reactants are [NH2:1][C@H:2]1[C:13](=[O:14])[O:12][CH2:11][C@@H:10]([C:15]2[CH:20]=[CH:19][CH:18]=[CH:17][CH:16]=2)[NH:9][C:8](=[O:21])[CH2:7][CH2:6][CH:5]=[CH:4][CH2:3]1.Br[CH2:23][CH2:24][O:25][CH2:26][CH2:27]Br.C(=O)([O-])[O-].[Na+].[Na+].[I-].[Na+]. The catalyst is CN(C)C=O. The product is [O:25]1[CH2:26][CH2:27][N:1]([C@H:2]2[C:13](=[O:14])[O:12][CH2:11][C@@H:10]([C:15]3[CH:20]=[CH:19][CH:18]=[CH:17][CH:16]=3)[NH:9][C:8](=[O:21])[CH2:7][CH2:6][CH:5]=[CH:4][CH2:3]2)[CH2:23][CH2:24]1. The yield is 0.830. (2) The reactants are [NH:1]1[C:9]2[C:4](=[CH:5][CH:6]=[CH:7][CH:8]=2)[CH:3]=[CH:2]1.[H-].[Na+].[S:12](Cl)([C:15]1[CH:21]=[CH:20][C:18]([CH3:19])=[CH:17][CH:16]=1)(=[O:14])=[O:13].Cl. The catalyst is CN(C=O)C. The product is [S:12]([N:1]1[C:9]2[C:4](=[CH:5][CH:6]=[CH:7][CH:8]=2)[CH:3]=[CH:2]1)([C:15]1[CH:21]=[CH:20][C:18]([CH3:19])=[CH:17][CH:16]=1)(=[O:14])=[O:13]. The yield is 0.840. (3) The reactants are [CH:1]([NH:4][C:5]1[CH:12]=[CH:11][CH:10]=[C:9]([N+:13]([O-])=O)[C:6]=1[C:7]#[N:8])([CH3:3])[CH3:2].Cl. The catalyst is CO.[Fe]. The product is [NH2:13][C:9]1[CH:10]=[CH:11][CH:12]=[C:5]([NH:4][CH:1]([CH3:3])[CH3:2])[C:6]=1[C:7]#[N:8]. The yield is 1.00. (4) The reactants are [Cl:1][C:2]1[CH:3]=[C:4]2[C:9](=[CH:10][CH:11]=1)[N:8]=[C:7]([NH:12][C:13](=[O:17])OCC)[C:6]([O:18][CH3:19])=[N:5]2.[F:20][C:21]1[CH:26]=[CH:25][C:24]([N:27]2[CH2:32][CH2:31][NH:30][CH2:29][CH2:28]2)=[CH:23][CH:22]=1. No catalyst specified. The product is [Cl:1][C:2]1[CH:3]=[C:4]2[C:9](=[CH:10][CH:11]=1)[N:8]=[C:7]([NH:12][C:13]([N:30]1[CH2:29][CH2:28][N:27]([C:24]3[CH:23]=[CH:22][C:21]([F:20])=[CH:26][CH:25]=3)[CH2:32][CH2:31]1)=[O:17])[C:6]([O:18][CH3:19])=[N:5]2. The yield is 0.880.